From a dataset of Peptide-MHC class II binding affinity with 134,281 pairs from IEDB. Regression. Given a peptide amino acid sequence and an MHC pseudo amino acid sequence, predict their binding affinity value. This is MHC class II binding data. (1) The peptide sequence is TANVPPADKYKTLEA. The MHC is DRB1_0901 with pseudo-sequence DRB1_0901. The binding affinity (normalized) is 0.222. (2) The peptide sequence is SEMFMPRSIGGPVSS. The MHC is DRB1_1101 with pseudo-sequence DRB1_1101. The binding affinity (normalized) is 0.378. (3) The peptide sequence is PSSASPWSWPDLDLK. The MHC is HLA-DQA10201-DQB10301 with pseudo-sequence HLA-DQA10201-DQB10301. The binding affinity (normalized) is 0.770. (4) The peptide sequence is FMDIWTYNAELLVLLDNE. The MHC is DRB1_0701 with pseudo-sequence DRB1_0701. The binding affinity (normalized) is 0. (5) The peptide sequence is GELQIVDKIDAAMKI. The MHC is DRB1_0101 with pseudo-sequence DRB1_0101. The binding affinity (normalized) is 0.397.